From a dataset of Catalyst prediction with 721,799 reactions and 888 catalyst types from USPTO. Predict which catalyst facilitates the given reaction. (1) Reactant: [Cl:1][C:2]1[CH:8]=[CH:7][C:6]([CH3:9])=[CH:5][C:3]=1[NH2:4].[O-:10][C:11]#[N:12].[K+]. Product: [Cl:1][C:2]1[CH:8]=[CH:7][C:6]([CH3:9])=[CH:5][C:3]=1[NH:4][C:11]([NH2:12])=[O:10]. The catalyst class is: 86. (2) Reactant: [CH:1]([N:4]1[CH2:9][CH2:8][N:7]([C:10]2[C:19]3[C:14](=[CH:15][CH:16]=[CH:17][CH:18]=3)[C:13]([NH2:20])=[CH:12][CH:11]=2)[CH2:6][CH2:5]1)([CH3:3])[CH3:2].N1C=CC=CC=1.[CH3:27][C:28]1[CH:33]=[CH:32][C:31]([S:34]([Cl:37])(=[O:36])=[O:35])=[CH:30][CH:29]=1. Product: [ClH:37].[CH:1]([N:4]1[CH2:5][CH2:6][N:7]([C:10]2[C:19]3[C:14](=[CH:15][CH:16]=[CH:17][CH:18]=3)[C:13]([NH:20][S:34]([C:31]3[CH:32]=[CH:33][C:28]([CH3:27])=[CH:29][CH:30]=3)(=[O:36])=[O:35])=[CH:12][CH:11]=2)[CH2:8][CH2:9]1)([CH3:3])[CH3:2]. The catalyst class is: 2. (3) Reactant: [C:1]([C:6]1[CH:11]=[CH:10][C:9]([NH:12][C:13](=[O:15])[CH3:14])=[CH:8][CH:7]=1)(=[O:5])[CH2:2][CH2:3][CH3:4].[Li+].[CH3:17][CH:18]([N-]C(C)C)C.C1COCC1.ICC. Product: [CH2:3]([CH:2]([CH2:17][CH3:18])[C:1]([C:6]1[CH:11]=[CH:10][C:9]([NH:12][C:13](=[O:15])[CH3:14])=[CH:8][CH:7]=1)=[O:5])[CH3:4]. The catalyst class is: 1. (4) Reactant: [N+:1]([C:4]1[CH:9]=[CH:8][C:7]([C:10]2[CH:15]=[CH:14][C:13]([C:16]([OH:18])=O)=[CH:12][CH:11]=2)=[CH:6][CH:5]=1)([O-:3])=[O:2].C(Cl)(=O)C(Cl)=O.Cl.[CH3:26][C:27]([C:30]([O:32][CH3:33])=[O:31])([CH3:29])[NH2:28].C(N(CC)CC)C. Product: [CH3:26][C:27]([C:30]([O:32][CH3:33])=[O:31])([CH3:29])[NH:28][C:16]([C:13]1[CH:12]=[CH:11][C:10]([C:7]2[CH:6]=[CH:5][C:4]([N+:1]([O-:3])=[O:2])=[CH:9][CH:8]=2)=[CH:15][CH:14]=1)=[O:18]. The catalyst class is: 306. (5) Product: [OH:10][CH2:8][C:4]1[N:3]=[C:2]([C:12]([O:14][CH3:15])=[O:13])[CH:7]=[CH:6][CH:5]=1. The catalyst class is: 4. Reactant: C[C:2]1([C:12]([O-:14])=[O:13])[CH2:7][CH:6]=[CH:5][C:4](C)([C:8]([O-:10])=O)[NH:3]1.[CH3:15]O.[BH4-].[Na+]. (6) Reactant: [H-].[Al+3].[Li+].[H-].[H-].[H-].[CH3:7][CH:8]([CH3:25])[CH2:9][CH2:10][NH:11][C:12]1[S:13][CH:14]=[C:15]([C:17]2[CH:24]=[CH:23][C:20]([C:21]#[N:22])=[CH:19][CH:18]=2)[N:16]=1. Product: [CH3:7][CH:8]([CH3:25])[CH2:9][CH2:10][NH:11][C:12]1[S:13][CH:14]=[C:15]([C:17]2[CH:18]=[CH:19][C:20]([CH2:21][NH2:22])=[CH:23][CH:24]=2)[N:16]=1. The catalyst class is: 1. (7) Reactant: [Br:1][C:2]1[CH:7]=[CH:6][C:5]([NH:8][C@@H:9]([CH3:14])[CH2:10][C:11]([NH2:13])=[O:12])=[CH:4][CH:3]=1.Cl[C:16]([O:18][CH:19]([CH3:21])[CH3:20])=[O:17].CC(C)([O-])C.[Li+]. The catalyst class is: 362. Product: [Br:1][C:2]1[CH:3]=[CH:4][C:5]([NH:8][C@@H:9]([CH3:14])[CH2:10][C:11]([NH:13][C:16](=[O:17])[O:18][CH:19]([CH3:21])[CH3:20])=[O:12])=[CH:6][CH:7]=1. (8) Reactant: [CH2:1]([O:8][C:9]1[C:10](=[O:17])[CH:11]=[C:12]([CH2:15][OH:16])O[CH:14]=1)[C:2]1[CH:7]=[CH:6][CH:5]=[CH:4][CH:3]=1.[C:18]1([C:25]2[CH:30]=[CH:29][CH:28]=[CH:27][CH:26]=2)[CH:23]=[CH:22][CH:21]=[C:20]([NH2:24])[CH:19]=1. Product: [CH2:1]([O:8][C:9]1[C:10](=[O:17])[CH:11]=[C:12]([CH2:15][OH:16])[N:24]([C:20]2[CH:19]=[C:18]([C:25]3[CH:26]=[CH:27][CH:28]=[CH:29][CH:30]=3)[CH:23]=[CH:22][CH:21]=2)[CH:14]=1)[C:2]1[CH:3]=[CH:4][CH:5]=[CH:6][CH:7]=1. The catalyst class is: 33. (9) Reactant: C([O:7][C:8]1[CH:13]=[C:12]([CH2:14][CH2:15]OS(C)(=O)=O)[O:11][C:10](=[O:21])[C:9]=1[C:22]1[C:27]([CH3:28])=[CH:26][C:25]([CH3:29])=[CH:24][C:23]=1[CH3:30])(=O)C(C)(C)C.[Cl:31][C:32]1[CH:37]=[CH:36][C:35]([SH:38])=[CH:34][CH:33]=1.C([O-])([O-])=O.[K+].[K+].Cl. The catalyst class is: 7. Product: [Cl:31][C:32]1[CH:37]=[CH:36][C:35]([S:38][CH2:15][CH2:14][C:12]2[O:11][C:10](=[O:21])[C:9]([C:22]3[C:27]([CH3:28])=[CH:26][C:25]([CH3:29])=[CH:24][C:23]=3[CH3:30])=[C:8]([OH:7])[CH:13]=2)=[CH:34][CH:33]=1. (10) Reactant: [F:1][C:2]1[CH:43]=[CH:42][C:5]([C:6]([NH:8][C:9]2[CH:10]=[C:11]([CH:39]=[CH:40][CH:41]=2)[C:12]([NH:14][C:15]2[C:20]([CH3:21])=[CH:19][C:18]([C:22]([C:28]3[CH:33]=[CH:32][C:31]([C:34]([F:37])([F:36])[F:35])=[CH:30][CH:29]=3)(O)[C:23]([F:26])([F:25])[F:24])=[CH:17][C:16]=2[CH3:38])=[O:13])=[O:7])=[CH:4][CH:3]=1.P(Cl)(Cl)[Cl:45]. Product: [F:1][C:2]1[CH:43]=[CH:42][C:5]([C:6]([NH:8][C:9]2[CH:10]=[C:11]([CH:39]=[CH:40][CH:41]=2)[C:12]([NH:14][C:15]2[C:20]([CH3:21])=[CH:19][C:18]([C:22]([C:28]3[CH:33]=[CH:32][C:31]([C:34]([F:37])([F:36])[F:35])=[CH:30][CH:29]=3)([Cl:45])[C:23]([F:26])([F:25])[F:24])=[CH:17][C:16]=2[CH3:38])=[O:13])=[O:7])=[CH:4][CH:3]=1. The catalyst class is: 159.